From a dataset of Catalyst prediction with 721,799 reactions and 888 catalyst types from USPTO. Predict which catalyst facilitates the given reaction. (1) Reactant: [Cl:1][C:2]1[CH:3]=[N:4][CH:5]=[CH:6][C:7]=1[C:8]1[CH:13]=[CH:12][CH:11]=[CH:10][CH:9]=1.C1C=C(Cl)C=C(C(OO)=[O:22])C=1. Product: [Cl:1][C:2]1[CH:3]=[N+:4]([O-:22])[CH:5]=[CH:6][C:7]=1[C:8]1[CH:13]=[CH:12][CH:11]=[CH:10][CH:9]=1. The catalyst class is: 2. (2) Reactant: FC1C(F)=C(F)C(F)=C(F)C=1O[S:5]([CH2:8][CH2:9][CH:10]1[CH2:15][CH2:14][CH2:13][N:12]([C:16]([O:18][C:19]([CH3:22])([CH3:21])[CH3:20])=[O:17])[CH2:11]1)(=[O:7])=[O:6].[N:31]1([CH2:36][CH2:37][CH:38]2[CH2:43][CH2:42][NH:41][CH2:40][CH2:39]2)[CH2:35][CH2:34][CH2:33][CH2:32]1.N12CCCN=C1CCCCC2.C(=O)(O)[O-].[Na+]. Product: [N:31]1([CH2:36][CH2:37][CH:38]2[CH2:39][CH2:40][N:41]([S:5]([CH2:8][CH2:9][CH:10]3[CH2:15][CH2:14][CH2:13][N:12]([C:16]([O:18][C:19]([CH3:20])([CH3:21])[CH3:22])=[O:17])[CH2:11]3)(=[O:6])=[O:7])[CH2:42][CH2:43]2)[CH2:35][CH2:34][CH2:33][CH2:32]1. The catalyst class is: 54.